This data is from Full USPTO retrosynthesis dataset with 1.9M reactions from patents (1976-2016). The task is: Predict the reactants needed to synthesize the given product. (1) Given the product [Br:1][C:2]1[CH:16]=[CH:15][C:5]2[C:6]3[N:7]([CH:11]=[C:12]([C:24]4[N:20]([CH2:19][C:18]([F:26])([F:25])[F:17])[N:21]=[CH:22][N:23]=4)[N:13]=3)[CH2:8][CH2:9][O:10][C:4]=2[CH:3]=1, predict the reactants needed to synthesize it. The reactants are: [Br:1][C:2]1[CH:16]=[CH:15][C:5]2[C:6]3[N:7]([CH:11]=[C:12](I)[N:13]=3)[CH2:8][CH2:9][O:10][C:4]=2[CH:3]=1.[F:17][C:18]([F:26])([F:25])[CH2:19][N:20]1[CH:24]=[N:23][CH:22]=[N:21]1. (2) Given the product [CH2:1]([NH:8][C:9]1[N:14]([CH3:15])[C:13](=[O:16])[C:12]([C:17]2[CH:22]=[CH:21][C:20]([O:23][C:26]3[CH:31]=[CH:30][N:29]=[C:28]4[CH:32]=[C:33]([I:35])[S:34][C:27]=34)=[C:19]([F:24])[CH:18]=2)=[CH:11][N:10]=1)[C:2]1[CH:3]=[CH:4][CH:5]=[CH:6][CH:7]=1, predict the reactants needed to synthesize it. The reactants are: [CH2:1]([NH:8][C:9]1[N:14]([CH3:15])[C:13](=[O:16])[C:12]([C:17]2[CH:22]=[CH:21][C:20]([OH:23])=[C:19]([F:24])[CH:18]=2)=[CH:11][N:10]=1)[C:2]1[CH:7]=[CH:6][CH:5]=[CH:4][CH:3]=1.Cl[C:26]1[CH:31]=[CH:30][N:29]=[C:28]2[CH:32]=[C:33]([I:35])[S:34][C:27]=12. (3) Given the product [CH2:38]([O:37][C:35]([CH:32]1[CH2:33][CH2:34][C:29](=[CH2:1])[CH2:30][CH2:31]1)=[O:36])[CH3:39], predict the reactants needed to synthesize it. The reactants are: [CH3:1]C(C)([O-])C.[K+].CI.C1(P(C2C=CC=CC=2)C2C=CC=CC=2)C=CC=CC=1.O=[C:29]1[CH2:34][CH2:33][CH:32]([C:35]([O:37][CH2:38][CH3:39])=[O:36])[CH2:31][CH2:30]1. (4) Given the product [Br:24][C:20]1[N:19]=[C:18]([C:7]([CH2:8][O:9][CH2:10][O:11][CH3:12])([CH2:13][O:14][CH2:15][O:16][CH3:17])[C:6]([OH:25])=[O:5])[CH:23]=[CH:22][CH:21]=1, predict the reactants needed to synthesize it. The reactants are: [OH-].[Li+].C([O:5][C:6](=[O:25])[C:7]([C:18]1[CH:23]=[CH:22][CH:21]=[C:20]([Br:24])[N:19]=1)([CH2:13][O:14][CH2:15][O:16][CH3:17])[CH2:8][O:9][CH2:10][O:11][CH3:12])C. (5) Given the product [Cl:1][C:2]1[C:3]([NH:17][CH:18]2[CH2:32][CH:21]3[CH2:22][NH:23][CH2:24][CH:20]3[CH2:19]2)=[N:4][C:5]([NH:8][C:9]2[CH:13]=[C:12]([CH:14]3[CH2:15][CH2:16]3)[NH:11][N:10]=2)=[N:6][CH:7]=1, predict the reactants needed to synthesize it. The reactants are: [Cl:1][C:2]1[C:3]([NH:17][CH:18]2[CH2:32][CH:21]3[CH2:22][N:23](C(OC(C)(C)C)=O)[CH2:24][CH:20]3[CH2:19]2)=[N:4][C:5]([NH:8][C:9]2[CH:13]=[C:12]([CH:14]3[CH2:16][CH2:15]3)[NH:11][N:10]=2)=[N:6][CH:7]=1.Cl.CCOC(C)=O. (6) Given the product [Br:1][C:2]1[C:3]([N:34]2[CH2:35][CH2:36][CH2:37][C@@H:32]([N:24]([C:25]([O:26][C:27]([CH3:30])([CH3:28])[CH3:29])=[O:31])[CH3:23])[CH2:33]2)=[C:4]2[C:10]([NH:11][C:12]([C:14]3[CH:19]=[CH:18][C:17](=[O:20])[N:16]([CH3:21])[CH:15]=3)=[O:13])=[CH:9][N:8]([C:52]([O:51][C:48]([CH3:50])([CH3:49])[CH3:47])=[O:53])[C:5]2=[N:6][CH:7]=1, predict the reactants needed to synthesize it. The reactants are: [Br:1][C:2]1[C:3](F)=[C:4]2[C:10]([NH:11][C:12]([C:14]3[CH:19]=[CH:18][C:17](=[O:20])[N:16]([CH3:21])[CH:15]=3)=[O:13])=[CH:9][NH:8][C:5]2=[N:6][CH:7]=1.[CH3:23][N:24]([C@@H:32]1[CH2:37][CH2:36][CH2:35][NH:34][CH2:33]1)[C:25](=[O:31])[O:26][C:27]([CH3:30])([CH3:29])[CH3:28].CCN(C(C)C)C(C)C.[CH3:47][C:48]([O:51][C:52](O[C:52]([O:51][C:48]([CH3:50])([CH3:49])[CH3:47])=[O:53])=[O:53])([CH3:50])[CH3:49]. (7) Given the product [NH2:13][C@:14]1([CH2:19][NH:20][C:21]2[CH:25]=[C:24]([CH3:26])[O:23][N:22]=2)[CH2:18][CH2:17][N:16]([C:2]2[C:3]3[C:10]([CH2:11][CH3:12])=[CH:9][NH:8][C:4]=3[N:5]=[CH:6][N:7]=2)[CH2:15]1, predict the reactants needed to synthesize it. The reactants are: Cl[C:2]1[C:3]2[C:10]([CH2:11][CH3:12])=[CH:9][NH:8][C:4]=2[N:5]=[CH:6][N:7]=1.[NH2:13][C@:14]1([CH2:19][NH:20][C:21]2[CH:25]=[C:24]([CH3:26])[O:23][N:22]=2)[CH2:18][CH2:17][NH:16][CH2:15]1. (8) Given the product [NH2:14][C:15]1[C:16]([C:17]#[N:18])=[C:19]([CH:20]=[CH:21][CH:22]=1)[O:1][CH:2]1[CH2:7][CH2:6][CH2:5][CH2:4][CH:3]1[NH:8][C:9](=[O:13])[CH:10]([CH3:11])[CH3:12], predict the reactants needed to synthesize it. The reactants are: [OH:1][CH:2]1[CH2:7][CH2:6][CH2:5][CH2:4][CH:3]1[NH:8][C:9](=[O:13])[CH:10]([CH3:12])[CH3:11].[NH2:14][C:15]1[CH:22]=[CH:21][CH:20]=[C:19](F)[C:16]=1[C:17]#[N:18].